Dataset: Full USPTO retrosynthesis dataset with 1.9M reactions from patents (1976-2016). Task: Predict the reactants needed to synthesize the given product. (1) Given the product [CH2:1]([O:3][C:4]([C:6]1[N:7]=[N:8][N:9]([CH2:12][C:13]2[CH:18]=[C:17]([Cl:19])[CH:16]=[C:15]([Cl:20])[CH:14]=2)[C:10]=1[Cl:22])=[O:5])[CH3:2], predict the reactants needed to synthesize it. The reactants are: [CH2:1]([O:3][C:4]([C:6]1[N:7]=[N:8][N:9]([CH2:12][C:13]2[CH:18]=[C:17]([Cl:19])[CH:16]=[C:15]([Cl:20])[CH:14]=2)[C:10]=1O)=[O:5])[CH3:2].P(Cl)(Cl)(Cl)(Cl)[Cl:22]. (2) Given the product [C:9]1([C:2]2[CH2:7][CH2:6][CH2:5][C:4](=[O:8])[CH:3]=2)[CH:14]=[CH:13][CH:12]=[CH:11][CH:10]=1, predict the reactants needed to synthesize it. The reactants are: Br[C:2]1[CH2:7][CH2:6][CH2:5][C:4](=[O:8])[CH:3]=1.[C:9]1(B(O)O)[CH:14]=[CH:13][CH:12]=[CH:11][CH:10]=1.C([O-])([O-])=O.[K+].[K+]. (3) Given the product [Si:14]([O:31][CH2:32][CH2:33][O:34][CH2:35][C@H:36]([OH:41])[C:37]([NH:5][C:6]1[CH:13]=[CH:12][C:9]([C:10]#[N:11])=[CH:8][N:7]=1)=[O:38])([C:27]([CH3:30])([CH3:28])[CH3:29])([C:21]1[CH:26]=[CH:25][CH:24]=[CH:23][CH:22]=1)[C:15]1[CH:16]=[CH:17][CH:18]=[CH:19][CH:20]=1, predict the reactants needed to synthesize it. The reactants are: C[Al](C)C.[NH2:5][C:6]1[CH:13]=[CH:12][C:9]([C:10]#[N:11])=[CH:8][N:7]=1.[Si:14]([O:31][CH2:32][CH2:33][O:34][CH2:35][C@H:36]([OH:41])[C:37](OC)=[O:38])([C:27]([CH3:30])([CH3:29])[CH3:28])([C:21]1[CH:26]=[CH:25][CH:24]=[CH:23][CH:22]=1)[C:15]1[CH:20]=[CH:19][CH:18]=[CH:17][CH:16]=1. (4) Given the product [F:16][C:12]1[CH:11]=[C:10]([C:8]2[S:7][N:6]=[C:5]([O:21][CH2:17][C:18]#[C:19][CH3:20])[N:9]=2)[CH:15]=[CH:14][CH:13]=1, predict the reactants needed to synthesize it. The reactants are: CS([C:5]1[N:9]=[C:8]([C:10]2[CH:15]=[CH:14][CH:13]=[C:12]([F:16])[CH:11]=2)[S:7][N:6]=1)(=O)=O.[CH2:17]([OH:21])[C:18]#[C:19][CH3:20].[H-].[Na+].[Cl-].[Na+]. (5) Given the product [CH2:1]([C:7]1[CH:8]=[CH:9][C:10]([C:13]2[N:17]([CH3:18])[N:16]=[C:15]([C:19](=[N:21][NH:22][C:23]([C:25]3[CH:34]=[CH:33][C:28]([C:29]([OH:31])=[O:30])=[CH:27][CH:26]=3)=[O:24])[CH3:20])[C:14]=2[OH:35])=[CH:11][CH:12]=1)[CH2:2][CH2:3][CH2:4][CH2:5][CH3:6], predict the reactants needed to synthesize it. The reactants are: [CH2:1]([C:7]1[CH:12]=[CH:11][C:10]([C:13]2[N:17]([CH3:18])[N:16]=[C:15]([C:19](=[N:21][NH:22][C:23]([C:25]3[CH:34]=[CH:33][C:28]([C:29]([O:31]C)=[O:30])=[CH:27][CH:26]=3)=[O:24])[CH3:20])[C:14]=2[OH:35])=[CH:9][CH:8]=1)[CH2:2][CH2:3][CH2:4][CH2:5][CH3:6].CO.[OH-].[Na+].Cl. (6) Given the product [C:26]1([CH3:36])[CH:27]=[CH:28][C:29]([S:32]([OH:35])(=[O:33])=[O:34])=[CH:30][CH:31]=1.[F:1][C:2]1[CH:7]=[CH:6][C:5]([F:8])=[CH:4][C:3]=1[C:9]1[N:10]=[CH:11][O:12][C:13]=1[C:14]1[CH:15]=[CH:16][C:17]2[N:18]([C:20]([CH:23]([CH3:25])[CH3:24])=[N:21][N:22]=2)[CH:19]=1, predict the reactants needed to synthesize it. The reactants are: [F:1][C:2]1[CH:7]=[CH:6][C:5]([F:8])=[CH:4][C:3]=1[C:9]1[N:10]=[CH:11][O:12][C:13]=1[C:14]1[CH:15]=[CH:16][C:17]2[N:18]([C:20]([CH:23]([CH3:25])[CH3:24])=[N:21][N:22]=2)[CH:19]=1.[C:26]1([CH3:36])[CH:31]=[CH:30][C:29]([S:32]([OH:35])(=[O:34])=[O:33])=[CH:28][CH:27]=1. (7) Given the product [C:5]([O:4][CH2:1][C:2]1[CH:21]=[C:20]([CH3:28])[C:19]2[CH:18]=[C:17]3[O:29][C:13]([CH3:30])([CH3:12])[CH:14]=[CH:15][C:16]3=[CH:25][C:24]=2[N:23]=1)(=[O:7])[CH3:6], predict the reactants needed to synthesize it. The reactants are: [C:1]([O:4][C:5](=[O:7])[CH3:6])(=O)[CH3:2].C(Cl)(Cl)Cl.[CH3:12][C:13]1([CH3:30])[O:29][C:17]2=[CH:18][C:19]3[C:20]([CH3:28])=[CH:21]C(C)=[N+:23]([O-])[C:24]=3[CH:25]=[C:16]2[CH:15]=[CH:14]1.[OH-].[Na+]. (8) Given the product [S:2]([OH:5])([O:22][C:15]1[CH:16]=[CH:17][C:18]([CH3:21])=[C:19]2[C:14]=1[N:13]([CH3:23])[C:12]([C:10]([NH:9][C:8]([NH2:24])=[NH:7])=[O:11])=[CH:20]2)(=[O:4])=[O:3], predict the reactants needed to synthesize it. The reactants are: C[S:2]([OH:5])(=[O:4])=[O:3].N[N:7]=[CH:8][NH:9][C:10]([C:12]1[N:13]([CH3:23])[C:14]2[C:19]([CH:20]=1)=[C:18]([CH3:21])[CH:17]=[CH:16][C:15]=2[OH:22])=[O:11].[N:24]1C=CC=CC=1.